From a dataset of Full USPTO retrosynthesis dataset with 1.9M reactions from patents (1976-2016). Predict the reactants needed to synthesize the given product. (1) Given the product [CH3:12][O:11][C:9]([N:34]1[CH2:35][CH2:36][CH:31]([C:28]2[CH:27]=[CH:26][C:25]([C@@H:23]([N:19]3[CH2:18][CH2:17][C@:16]([CH2:15][C:14]([OH:13])([CH3:43])[CH3:44])([C:37]4[CH:38]=[CH:39][CH:40]=[CH:41][CH:42]=4)[O:21][C:20]3=[O:22])[CH3:24])=[CH:30][CH:29]=2)[CH2:32][CH2:33]1)=[O:10], predict the reactants needed to synthesize it. The reactants are: C(N(CC)CC)C.Cl[C:9]([O:11][CH3:12])=[O:10].[OH:13][C:14]([CH3:44])([CH3:43])[CH2:15][C@@:16]1([C:37]2[CH:42]=[CH:41][CH:40]=[CH:39][CH:38]=2)[O:21][C:20](=[O:22])[N:19]([C@H:23]([C:25]2[CH:30]=[CH:29][C:28]([CH:31]3[CH2:36][CH2:35][NH:34][CH2:33][CH2:32]3)=[CH:27][CH:26]=2)[CH3:24])[CH2:18][CH2:17]1. (2) Given the product [Cl:27][C:22]1[CH:21]=[C:20]([CH2:19][CH2:18][CH2:17][C:14]2[CH:15]=[CH:16][C:11]([NH:10][C:5]3[CH:6]=[CH:7][CH:8]=[CH:9][C:4]=3[C:3]([OH:28])=[O:2])=[CH:12][CH:13]=2)[CH:25]=[CH:24][C:23]=1[Cl:26], predict the reactants needed to synthesize it. The reactants are: C[O:2][C:3](=[O:28])[C:4]1[CH:9]=[CH:8][CH:7]=[CH:6][C:5]=1[NH:10][C:11]1[CH:16]=[CH:15][C:14]([CH2:17][CH2:18][CH2:19][C:20]2[CH:25]=[CH:24][C:23]([Cl:26])=[C:22]([Cl:27])[CH:21]=2)=[CH:13][CH:12]=1.[OH-].[Na+]. (3) Given the product [CH3:22][O:23][C:24]1[CH:29]=[CH:28][C:27]([C:30]2[O:2][N:1]=[C:4]3[CH:9]=[CH:8][C:7]([C:10]4[N:14]([C:15]5[CH:16]=[CH:17][C:18]([CH3:21])=[CH:19][CH:20]=5)[N:13]=[CH:12][CH:11]=4)=[CH:6][C:5]=23)=[CH:26][CH:25]=1, predict the reactants needed to synthesize it. The reactants are: [N+:1]([C:4]1[CH:9]=[CH:8][C:7]([C:10]2[N:14]([C:15]3[CH:20]=[CH:19][C:18]([CH3:21])=[CH:17][CH:16]=3)[N:13]=[CH:12][CH:11]=2)=[CH:6][CH:5]=1)([O-])=[O:2].[CH3:22][O:23][C:24]1[CH:29]=[CH:28][C:27]([CH2:30]C#N)=[CH:26][CH:25]=1. (4) Given the product [C:1]([C:3]1[CH:4]=[C:5]([NH:9][C:10]2[C:19]3[C:14](=[CH:15][CH:16]=[C:17]([NH2:20])[CH:18]=3)[N:13]=[CH:12][N:11]=2)[CH:6]=[CH:7][CH:8]=1)#[CH:2], predict the reactants needed to synthesize it. The reactants are: [C:1]([C:3]1[CH:4]=[C:5]([NH:9][C:10]2[C:19]3[C:14](=[CH:15][CH:16]=[C:17]([N+:20]([O-])=O)[CH:18]=3)[N:13]=[CH:12][N:11]=2)[CH:6]=[CH:7][CH:8]=1)#[CH:2].O.O.Cl[Sn]Cl.C([O-])(O)=O.[Na+]. (5) The reactants are: [CH2:1]([Zn]CC)C.FC(F)(F)C(O)=O.ICI.[C:16]([Si:20]([CH3:35])([CH3:34])[O:21][CH2:22]/[CH:23]=[CH:24]/[B:25]1[O:29][C:28]([CH3:31])([CH3:30])[C:27]([CH3:33])([CH3:32])[O:26]1)([CH3:19])([CH3:18])[CH3:17]. Given the product [C:16]([Si:20]([CH3:35])([CH3:34])[O:21][CH2:22][CH:23]1[CH2:1][CH:24]1[B:25]1[O:26][C:27]([CH3:33])([CH3:32])[C:28]([CH3:31])([CH3:30])[O:29]1)([CH3:17])([CH3:19])[CH3:18], predict the reactants needed to synthesize it. (6) Given the product [CH3:10][S:11]([O:3][C@@H:2]([CH2:4][C:5]([OH:7])=[O:6])[C:1]([OH:9])=[O:8])(=[O:13])=[O:12], predict the reactants needed to synthesize it. The reactants are: [C:1]([OH:9])(=[O:8])[C@H:2]([CH2:4][C:5]([OH:7])=[O:6])[OH:3].[CH3:10][S:11](Cl)(=[O:13])=[O:12]. (7) Given the product [F:10][C:11]1[CH:16]=[CH:15][C:14]([CH2:17][N:3]2[C:4]([C:6]([O:8][CH3:9])=[O:7])=[CH:5][N:1]=[CH:2]2)=[CH:13][CH:12]=1, predict the reactants needed to synthesize it. The reactants are: [NH:1]1[CH:5]=[C:4]([C:6]([O:8][CH3:9])=[O:7])[N:3]=[CH:2]1.[F:10][C:11]1[CH:16]=[CH:15][C:14]([CH2:17]O)=[CH:13][CH:12]=1.C1C=CC(P(C2C=CC=CC=2)C2C=CC=CC=2)=CC=1.CC(OC(/N=N/C(OC(C)C)=O)=O)C.